Dataset: Full USPTO retrosynthesis dataset with 1.9M reactions from patents (1976-2016). Task: Predict the reactants needed to synthesize the given product. (1) Given the product [O:49]1[CH2:53][CH2:52][CH:51]([CH2:54][NH:55][C:15]([C:12]2[CH:11]=[C:10]([CH2:9][O:8][CH2:7][C:6]3[CH:5]=[CH:4][C:3]([O:2][CH3:1])=[CH:19][CH:18]=3)[O:14][N:13]=2)=[O:17])[CH2:50]1, predict the reactants needed to synthesize it. The reactants are: [CH3:1][O:2][C:3]1[CH:19]=[CH:18][C:6]([CH2:7][O:8][CH2:9][C:10]2[O:14][N:13]=[C:12]([C:15]([OH:17])=O)[CH:11]=2)=[CH:5][CH:4]=1.C(N(CC)CC)C.Cl.C(N=C=NCCCN(C)C)C.ON1C2C=CC=CC=2N=N1.[O:49]1[CH2:53][CH2:52][CH:51]([CH2:54][NH2:55])[CH2:50]1. (2) Given the product [CH3:7][N:8]1[C:12]([CH2:13][CH2:14][C:15]2[CH:20]=[CH:19][C:18]([C:21]([F:24])([F:22])[F:23])=[CH:17][CH:16]=2)=[C:11]([C:25]2[O:3][CH2:2][C:1](=[O:5])[N:27]=2)[CH:10]=[N:9]1, predict the reactants needed to synthesize it. The reactants are: [C:1](Cl)(=[O:5])[C:2](Cl)=[O:3].[CH3:7][N:8]1[C:12]([CH2:13][CH2:14][C:15]2[CH:20]=[CH:19][C:18]([C:21]([F:24])([F:23])[F:22])=[CH:17][CH:16]=2)=[C:11]([C:25]([NH2:27])=O)[CH:10]=[N:9]1. (3) The reactants are: CO[C:3]([C:5]1[C:6]([OH:30])=[C:7]2[C:12](=[C:13]([CH3:15])[N:14]=1)[N:11]([CH2:16][C:17]1[CH:22]=[CH:21][CH:20]=[CH:19][CH:18]=1)[C:10](=[O:23])[C:9]([C:24]1[CH:29]=[CH:28][CH:27]=[CH:26][CH:25]=1)=[CH:8]2)=[O:4].Cl.[NH2:32][CH2:33][CH2:34][N:35]([CH3:40])[S:36]([CH3:39])(=[O:38])=[O:37].C[O-].[Na+]. Given the product [CH3:39][S:36]([N:35]([CH3:40])[CH2:34][CH2:33][NH:32][C:3]([C:5]1[C:6]([OH:30])=[C:7]2[C:12](=[C:13]([CH3:15])[N:14]=1)[N:11]([CH2:16][C:17]1[CH:22]=[CH:21][CH:20]=[CH:19][CH:18]=1)[C:10](=[O:23])[C:9]([C:24]1[CH:29]=[CH:28][CH:27]=[CH:26][CH:25]=1)=[CH:8]2)=[O:4])(=[O:38])=[O:37], predict the reactants needed to synthesize it. (4) Given the product [NH2:8][C:4]1[N:5]=[CH:6][N:7]=[C:2]([O:9][C:10]2[CH:17]=[CH:16][C:13]([C:14]#[N:15])=[CH:12][CH:11]=2)[CH:3]=1, predict the reactants needed to synthesize it. The reactants are: Cl[C:2]1[N:7]=[CH:6][N:5]=[C:4]([NH2:8])[CH:3]=1.[OH:9][C:10]1[CH:17]=[CH:16][C:13]([C:14]#[N:15])=[CH:12][CH:11]=1.C([O-])([O-])=O.[K+].[K+].